From a dataset of Forward reaction prediction with 1.9M reactions from USPTO patents (1976-2016). Predict the product of the given reaction. (1) Given the reactants [C:1]1([OH:7])[CH:6]=[CH:5][CH:4]=[CH:3][CH:2]=1.[H-].[Na+].Br[CH2:11][CH2:12]Br.[OH2:14], predict the reaction product. The product is: [CH3:5][CH2:6][CH2:1][CH2:2][CH2:3][CH3:4].[CH3:11][CH2:12][O:14][C:1]([CH3:6])=[O:7]. (2) Given the reactants [CH:1]1[C:13]2[NH:12][C:11]3[C:6](=[CH:7][CH:8]=[CH:9][CH:10]=3)[C:5]=2[CH:4]=[CH:3][CH:2]=1.[CH2:14]([CH:16]([CH2:19][CH2:20][CH2:21][CH3:22])[CH2:17]Br)[CH3:15].[H-].[Na+], predict the reaction product. The product is: [CH2:14]([CH:16]([CH2:19][CH2:20][CH2:21][CH3:22])[CH2:17][N:12]1[C:11]2[CH:10]=[CH:9][CH:8]=[CH:7][C:6]=2[C:5]2[C:13]1=[CH:1][CH:2]=[CH:3][CH:4]=2)[CH3:15].